From a dataset of Forward reaction prediction with 1.9M reactions from USPTO patents (1976-2016). Predict the product of the given reaction. (1) Given the reactants C(OC(=O)[NH:7][C:8]1[CH:13]=[C:12]([N+:14]([O-:16])=[O:15])[C:11]([Br:17])=[C:10]([CH3:18])[CH:9]=1)(C)(C)C.C(O)(C(F)(F)F)=O.[OH-].[Na+], predict the reaction product. The product is: [Br:17][C:11]1[C:12]([N+:14]([O-:16])=[O:15])=[CH:13][C:8]([NH2:7])=[CH:9][C:10]=1[CH3:18]. (2) Given the reactants [C:1]1([CH3:22])[CH:6]=[CH:5][C:4]([NH:7][S:8]([C:11]2[CH:12]=[C:13]([CH:17]=[CH:18][C:19](O)=[O:20])[CH:14]=[CH:15][CH:16]=2)(=[O:10])=[O:9])=[CH:3][CH:2]=1.C(Cl)(=O)C([Cl:26])=O, predict the reaction product. The product is: [C:1]1([CH3:22])[CH:6]=[CH:5][C:4]([NH:7][S:8]([C:11]2[CH:12]=[C:13]([CH:17]=[CH:18][C:19]([Cl:26])=[O:20])[CH:14]=[CH:15][CH:16]=2)(=[O:10])=[O:9])=[CH:3][CH:2]=1. (3) Given the reactants [CH3:1][C@H:2]1[C:9]([S:10][C@@H:11]2[CH2:15][NH:14][C@H:13]([C:16]([N:18]([CH3:20])[CH3:19])=[O:17])[CH2:12]2)=[C:8]([C:21]([OH:23])=[O:22])[N:7]2[C@H:3]1[C@@H:4]([C@H:24]([OH:26])[CH3:25])[C:5]2=[O:6].O.O.O.[C:30](=[O:33])([O-:32])[O-:31].[Na+:34].[Na+], predict the reaction product. The product is: [CH3:1][C@H:2]1[C:9]([S:10][C@@H:11]2[CH2:15][NH:14][C@H:13]([C:16]([N:18]([CH3:19])[CH3:20])=[O:17])[CH2:12]2)=[C:8]([C:21]([OH:23])=[O:22])[N:7]2[C@H:3]1[C@@H:4]([C@H:24]([OH:26])[CH3:25])[C:5]2=[O:6].[C:30](=[O:31])([O-:33])[O-:32].[Na+:34].[Na+:34]. (4) Given the reactants [Br:1][C:2]1[C:3]([Cl:26])=[C:4]([C:9]2[C:10]([OH:25])=[N:11][C:12]3[C:17]([C:18]=2[O:19][C:20](=[O:24])[CH:21]([CH3:23])[CH3:22])=[CH:16][CH:15]=[CH:14][N:13]=3)[C:5]([F:8])=[CH:6][CH:7]=1.C(N(CC)C(C)C)(C)C.[F:36][CH:37]([F:47])[CH2:38]OS(C(F)(F)F)(=O)=O, predict the reaction product. The product is: [Br:1][C:2]1[C:3]([Cl:26])=[C:4]([C:9]2[C:10](=[O:25])[N:11]([CH2:38][CH:37]([F:47])[F:36])[C:12]3[C:17]([C:18]=2[O:19][C:20](=[O:24])[CH:21]([CH3:23])[CH3:22])=[CH:16][CH:15]=[CH:14][N:13]=3)[C:5]([F:8])=[CH:6][CH:7]=1. (5) The product is: [Cl:1][C:2]1[CH:7]=[CH:6][C:5]([C:8]2[N:12]=[C:11]([N:13]3[CH2:18][CH2:17][N:16]([CH2:19][CH:20]([F:36])[C:22]4[CH:27]=[CH:26][C:25]([O:28][CH3:29])=[CH:24][CH:23]=4)[CH2:15][CH2:14]3)[S:10][N:9]=2)=[CH:4][CH:3]=1. Given the reactants [Cl:1][C:2]1[CH:7]=[CH:6][C:5]([C:8]2[N:12]=[C:11]([N:13]3[CH2:18][CH2:17][N:16]([CH2:19][CH:20]([C:22]4[CH:27]=[CH:26][C:25]([O:28][CH3:29])=[CH:24][CH:23]=4)O)[CH2:15][CH2:14]3)[S:10][N:9]=2)=[CH:4][CH:3]=1.CCN(S(F)(F)[F:36])CC.C([O-])([O-])=O.[Na+].[Na+], predict the reaction product. (6) Given the reactants Br[C:2]1[CH:3]=[CH:4][C:5]([Cl:26])=[C:6]([NH:8][C:9]2[S:10]/[C:11](=[CH:15]\[C:16]3[CH:25]=[CH:24][C:23]4[C:18](=[CH:19][CH:20]=CC=4)[CH:17]=3)/[C:12](=[O:14])[N:13]=2)[CH:7]=1.BrC1C=CC(Cl)=[C:32](C=1)[NH2:33].CSC1[S:39]/[C:40](=[CH:44]\[C:45]2[CH:46]=C3C(=CC=2)N=CC=C3)/C(=O)N=1.C(O)C, predict the reaction product. The product is: [Cl:26][C:5]1[CH:4]=[CH:3][C:2]([C:45]2[CH:44]=[CH:40][S:39][CH:46]=2)=[CH:7][C:6]=1[NH:8][C:9]1[S:10]/[C:11](=[CH:15]\[C:16]2[CH:17]=[C:18]3[C:23](=[CH:24][CH:25]=2)[N:33]=[CH:32][CH:20]=[CH:19]3)/[C:12](=[O:14])[N:13]=1. (7) Given the reactants [CH2:1]([N:8]([CH2:24][C:25]1[CH:30]=[CH:29][CH:28]=[CH:27][CH:26]=1)[CH2:9][CH2:10][CH:11]1[CH2:16][CH2:15][N:14](C(OC(C)(C)C)=O)[CH2:13][CH2:12]1)[C:2]1[CH:7]=[CH:6][CH:5]=[CH:4][CH:3]=1.C(O)(C(F)(F)F)=O, predict the reaction product. The product is: [CH2:24]([N:8]([CH2:1][C:2]1[CH:7]=[CH:6][CH:5]=[CH:4][CH:3]=1)[CH2:9][CH2:10][CH:11]1[CH2:12][CH2:13][NH:14][CH2:15][CH2:16]1)[C:25]1[CH:26]=[CH:27][CH:28]=[CH:29][CH:30]=1. (8) Given the reactants [C:1]([C:4]1[C:12]2[C:7](=[CH:8][CH:9]=[C:10]([Cl:13])[CH:11]=2)[N:6]([S:14]([C:17]2[CH:22]=[CH:21][CH:20]=[CH:19][CH:18]=2)(=[O:16])=[O:15])[CH:5]=1)(=[O:3])[CH3:2].[Li+].C[Si]([N-][Si](C)(C)C)(C)C.[CH3:33][O:34][C:35]1[CH:43]=[CH:42][CH:41]=[CH:40][C:36]=1[C:37](Cl)=[O:38].Cl, predict the reaction product. The product is: [C:17]1([S:14]([N:6]2[C:7]3[C:12](=[CH:11][C:10]([Cl:13])=[CH:9][CH:8]=3)[C:4]([C:1](=[O:3])[CH2:2][C:37]([C:36]3[CH:40]=[CH:41][CH:42]=[CH:43][C:35]=3[O:34][CH3:33])=[O:38])=[CH:5]2)(=[O:16])=[O:15])[CH:22]=[CH:21][CH:20]=[CH:19][CH:18]=1. (9) Given the reactants [N+:1]([C:4]1[CH:9]=[CH:8][CH:7]=[CH:6][C:5]=1[NH:10][C:11]1[CH:19]=[CH:18][C:14]2[O:15][CH2:16][O:17][C:13]=2[CH:12]=1)([O-])=O.C(OCC)(=O)C.O, predict the reaction product. The product is: [O:15]1[C:14]2[CH:18]=[CH:19][C:11]([NH:10][C:5]3[C:4]([NH2:1])=[CH:9][CH:8]=[CH:7][CH:6]=3)=[CH:12][C:13]=2[O:17][CH2:16]1. (10) Given the reactants [N:1]1[CH:6]=[CH:5][CH:4]=[N:3][C:2]=1[C:7]1([OH:17])[CH2:16][CH2:15][C:10]2(OCC[O:11]2)[CH2:9][CH2:8]1.Cl, predict the reaction product. The product is: [OH:17][C:7]1([C:2]2[N:1]=[CH:6][CH:5]=[CH:4][N:3]=2)[CH2:16][CH2:15][C:10](=[O:11])[CH2:9][CH2:8]1.